Task: Predict the reaction yield, written as a fraction of the theoretical maximum amount of product (1.0 means a 100% yield; for example, 0.34 means a 34% yield).. Dataset: Reaction yield outcomes from USPTO patents with 853,638 reactions (1) The reactants are [C:1]([O:5][C:6]([NH:8][C:9]1[CH:10]=[CH:11][CH:12]=[C:13]2[C:18]=1[NH:17][CH2:16][CH2:15][CH2:14]2)=[O:7])([CH3:4])([CH3:3])[CH3:2].CI.[C:21]([O-])(O)=O.[Na+]. The catalyst is C(Cl)Cl. The product is [CH3:21][N:17]1[C:18]2[C:13](=[CH:12][CH:11]=[CH:10][C:9]=2[NH:8][C:6]([O:5][C:1]([CH3:4])([CH3:2])[CH3:3])=[O:7])[CH2:14][CH2:15][CH2:16]1. The yield is 0.900. (2) The catalyst is CN(C=O)C. The yield is 0.880. The product is [CH:17]([NH:20][C:21]([NH:16][NH:15][C:13]([C:10]1[CH:11]=[C:12]2[C:7](=[CH:8][CH:9]=1)[NH:6][CH:5]=[C:4]2[N+:1]([O-:3])=[O:2])=[O:14])=[S:22])([CH3:19])[CH3:18]. The reactants are [N+:1]([C:4]1[C:12]2[C:7](=[CH:8][CH:9]=[C:10]([C:13]([NH:15][NH2:16])=[O:14])[CH:11]=2)[NH:6][CH:5]=1)([O-:3])=[O:2].[CH:17]([N:20]=[C:21]=[S:22])([CH3:19])[CH3:18]. (3) The reactants are O=P12OP3(OP(OP(O3)(O1)=O)(=O)O2)=O.CS(O)(=O)=O.Cl.[NH2:21][C:22]1[CH:27]=[C:26]([Cl:28])[CH:25]=[CH:24][C:23]=1[SH:29].[Cl:30][C:31]1[CH:36]=[C:35]([N+:37]([O-:39])=[O:38])[CH:34]=[C:33]([Cl:40])[C:32]=1[CH2:41][C:42](O)=O. No catalyst specified. The product is [Cl:28][C:26]1[CH:25]=[CH:24][C:23]2[S:29][C:42]([CH2:41][C:32]3[C:33]([Cl:40])=[CH:34][C:35]([N+:37]([O-:39])=[O:38])=[CH:36][C:31]=3[Cl:30])=[N:21][C:22]=2[CH:27]=1. The yield is 0.990.